This data is from Forward reaction prediction with 1.9M reactions from USPTO patents (1976-2016). The task is: Predict the product of the given reaction. (1) Given the reactants [CH:1]1([N:4]2[CH2:16][C@@H:7]3[C@H:8]([C:12]([O:14][CH3:15])=[O:13])[NH:9][CH2:10][CH2:11][N:6]3[C:5]2=[O:17])CC1.CN, predict the reaction product. The product is: [CH3:1][N:4]1[CH2:16][CH:7]2[CH:8]([C:12]([O:14][CH3:15])=[O:13])[NH:9][CH2:10][CH2:11][N:6]2[C:5]1=[O:17]. (2) Given the reactants [Cl:1][C:2]1[N:7]=[CH:6][C:5]2[N:8]=[CH:9][N:10]([C:11]3[S:15][C:14]([C:16]([O:18]C)=O)=[C:13]([O:20][CH2:21][C:22]4[CH:27]=[CH:26][CH:25]=[CH:24][C:23]=4[C:28]([F:31])([F:30])[F:29])[CH:12]=3)[C:4]=2[CH:3]=1.[NH3:32], predict the reaction product. The product is: [Cl:1][C:2]1[N:7]=[CH:6][C:5]2[N:8]=[CH:9][N:10]([C:11]3[S:15][C:14]([C:16]([NH2:32])=[O:18])=[C:13]([O:20][CH2:21][C:22]4[CH:27]=[CH:26][CH:25]=[CH:24][C:23]=4[C:28]([F:30])([F:31])[F:29])[CH:12]=3)[C:4]=2[CH:3]=1. (3) Given the reactants [Cl:1][C:2]1[CH:15]=[CH:14][C:5]([CH2:6][N:7]2[CH2:12][CH2:11][CH:10]([NH2:13])[CH2:9][CH2:8]2)=[CH:4][C:3]=1[O:16][CH2:17][CH3:18].[NH2:19][C:20]1[CH:28]=[CH:27][C:23]([C:24](O)=[O:25])=[CH:22][N:21]=1.CCN=C=NCCCN(C)C.C([O-])(O)=O.[Na+], predict the reaction product. The product is: [NH2:19][C:20]1[CH:28]=[CH:27][C:23]([C:24]([NH:13][CH:10]2[CH2:11][CH2:12][N:7]([CH2:6][C:5]3[CH:14]=[CH:15][C:2]([Cl:1])=[C:3]([O:16][CH2:17][CH3:18])[CH:4]=3)[CH2:8][CH2:9]2)=[O:25])=[CH:22][N:21]=1. (4) Given the reactants [NH2:1][C:2]1[N:7]=[C:6]([S:8]([CH3:10])=O)[C:5]([C:11]#[N:12])=[C:4]([N:13]2[CH:17]=[CH:16][CH:15]=[N:14]2)[N:3]=1.[CH2:18]1[CH2:28][CH2:27][N:26]2[C:21](=NCCC2)[CH2:20][CH2:19]1, predict the reaction product. The product is: [NH2:1][C:2]1[N:3]=[C:4]([N:13]2[CH:17]=[CH:16][CH:15]=[N:14]2)[C:5]([C:11]#[N:12])=[C:6]([S:8][CH2:10][CH2:20][C:21]2[CH:19]=[CH:18][CH:28]=[CH:27][N:26]=2)[N:7]=1. (5) Given the reactants Br.Br[CH2:3][C:4]([C:6]1[CH:11]=[CH:10][N:9]=[CH:8][CH:7]=1)=O.[C:12]1([NH:18][C:19]([NH2:21])=[S:20])[CH:17]=[CH:16][CH:15]=[CH:14][CH:13]=1.N, predict the reaction product. The product is: [C:12]1([NH:18][C:19]2[S:20][CH:3]=[C:4]([C:6]3[CH:11]=[CH:10][N:9]=[CH:8][CH:7]=3)[N:21]=2)[CH:17]=[CH:16][CH:15]=[CH:14][CH:13]=1. (6) Given the reactants Br[C:2]1[CH:7]=[CH:6][C:5]([C@@H:8]([N:10]2[CH2:15][CH2:14][C@:13]([CH2:23][CH2:24][CH2:25][NH:26][S:27]([CH3:30])(=[O:29])=[O:28])([C:16]3[CH:21]=[CH:20][C:19]([F:22])=[CH:18][CH:17]=3)[O:12][C:11]2=[O:31])[CH3:9])=[CH:4][CH:3]=1.[CH3:32][C:33]1[CH:38]=[C:37](B(O)O)[CH:36]=[CH:35][N:34]=1, predict the reaction product. The product is: [F:22][C:19]1[CH:20]=[CH:21][C:16]([C@:13]2([CH2:23][CH2:24][CH2:25][NH:26][S:27]([CH3:30])(=[O:29])=[O:28])[O:12][C:11](=[O:31])[N:10]([C@H:8]([C:5]3[CH:6]=[CH:7][C:2]([C:37]4[CH:36]=[CH:35][N:34]=[C:33]([CH3:32])[CH:38]=4)=[CH:3][CH:4]=3)[CH3:9])[CH2:15][CH2:14]2)=[CH:17][CH:18]=1.